The task is: Predict the product of the given reaction.. This data is from Forward reaction prediction with 1.9M reactions from USPTO patents (1976-2016). (1) The product is: [CH2:16]([O:15][C:13]([C:12]1[C:11]([C:18]2[CH:23]=[CH:22][CH:21]=[CH:20][CH:19]=2)=[N:1][C:2]2[C:3]([C:4]=1[NH2:5])=[CH:6][CH:7]=[CH:8][CH:9]=2)=[O:14])[CH3:17]. Given the reactants [NH2:1][C:2]1[CH:9]=[CH:8][CH:7]=[CH:6][C:3]=1[C:4]#[N:5].O=[C:11]([C:18]1[CH:23]=[CH:22][CH:21]=[CH:20][CH:19]=1)[CH2:12][C:13]([O:15][CH2:16][CH3:17])=[O:14], predict the reaction product. (2) Given the reactants [Cl-].[NH2:2][C:3]([NH2:5])=[NH2+:4].CC(C)([O-])C.[K+].[CH2:12]([NH:16][C:17]([C:19]1[CH:24]=[CH:23][CH:22]=[CH:21][C:20]=1[CH:25]=[C:26]([CH3:32])[C:27](OCC)=[O:28])=[O:18])[CH2:13][CH2:14][CH3:15], predict the reaction product. The product is: [CH2:12]([N:16]1[C:17](=[O:18])[C:19]2[C:20](=[CH:21][CH:22]=[CH:23][CH:24]=2)[CH:25]1[CH:26]([CH3:32])[C:27]([NH:4][C:3]([NH2:5])=[NH:2])=[O:28])[CH2:13][CH2:14][CH3:15]. (3) Given the reactants [Br:1][C:2]1[C:45]([N+:46]([O-])=O)=[CH:44][CH:43]=[CH:42][C:3]=1[CH2:4][O:5][CH:6]1[CH:11]([C:12]2[CH:17]=[CH:16][C:15]([O:18][CH2:19][CH2:20][CH2:21][O:22][CH2:23][C:24]3[CH:29]=[CH:28][CH:27]=[CH:26][C:25]=3[O:30][CH3:31])=[CH:14][CH:13]=2)[CH2:10][CH2:9][N:8]([C:32]([O:34][CH2:35][C:36]2[CH:41]=[CH:40][CH:39]=[CH:38][CH:37]=2)=[O:33])[CH2:7]1.[CH:49]([Mg]Br)([CH3:51])[CH3:50], predict the reaction product. The product is: [Br:1][C:2]1[C:3]([CH2:4][O:5][CH:6]2[CH:11]([C:12]3[CH:17]=[CH:16][C:15]([O:18][CH2:19][CH2:20][CH2:21][O:22][CH2:23][C:24]4[CH:29]=[CH:28][CH:27]=[CH:26][C:25]=4[O:30][CH3:31])=[CH:14][CH:13]=3)[CH2:10][CH2:9][N:8]([C:32]([O:34][CH2:35][C:36]3[CH:41]=[CH:40][CH:39]=[CH:38][CH:37]=3)=[O:33])[CH2:7]2)=[CH:42][CH:43]=[C:44]2[C:45]=1[NH:46][C:49]([CH3:51])=[CH:50]2. (4) Given the reactants [Cl:1][C:2]1[CH:7]=[CH:6][C:5]([C:8]2[C:13]([CH:14]=[O:15])=[CH:12][N:11]=[CH:10][CH:9]=2)=[C:4]([F:16])[CH:3]=1.[CH3:17][Mg]Br, predict the reaction product. The product is: [Cl:1][C:2]1[CH:7]=[CH:6][C:5]([C:8]2[CH:9]=[CH:10][N:11]=[CH:12][C:13]=2[CH:14]([OH:15])[CH3:17])=[C:4]([F:16])[CH:3]=1. (5) Given the reactants [CH2:1]([N:3](CC)[CH2:4]C)C.[C:8]([O:12][C:13]([NH:15][CH:16]1[CH2:21][CH2:20][CH:19]([C:22]([OH:24])=O)[CH2:18][CH2:17]1)=[O:14])([CH3:11])([CH3:10])[CH3:9].CNC.F[P-](F)(F)(F)(F)F.N1(O[P+](N(C)C)(N(C)C)N(C)C)C2C=CC=CC=2N=N1, predict the reaction product. The product is: [C:8]([O:12][C:13](=[O:14])[NH:15][CH:16]1[CH2:21][CH2:20][CH:19]([C:22]([N:3]([CH3:4])[CH3:1])=[O:24])[CH2:18][CH2:17]1)([CH3:11])([CH3:10])[CH3:9]. (6) Given the reactants Br[CH2:2][C:3]([C:5]1[CH:10]=[CH:9][CH:8]=[CH:7][CH:6]=1)=O.[N:11]1([C:16]2[CH:17]=[C:18]([NH:22][C:23]([NH2:25])=[S:24])[CH:19]=[CH:20][CH:21]=2)[CH:15]=[CH:14][N:13]=[CH:12]1.C(OCC)(=O)C.C(=O)([O-])[O-].[K+].[K+], predict the reaction product. The product is: [C:5]1([C:3]2[N:25]=[C:23]([NH:22][C:18]3[CH:19]=[CH:20][CH:21]=[C:16]([N:11]4[CH:15]=[CH:14][N:13]=[CH:12]4)[CH:17]=3)[S:24][CH:2]=2)[CH:10]=[CH:9][CH:8]=[CH:7][CH:6]=1. (7) Given the reactants [S:1]1[CH2:6][CH2:5][C:4](=O)[CH2:3][CH2:2]1.[C:8]([O:12][C:13]([CH3:16])([CH3:15])[CH3:14])(=[O:11])[NH:9][NH2:10], predict the reaction product. The product is: [S:1]1[CH2:6][CH2:5][C:4](=[N:10][NH:9][C:8]([O:12][C:13]([CH3:16])([CH3:15])[CH3:14])=[O:11])[CH2:3][CH2:2]1. (8) Given the reactants C(OC(=O)[NH:7][C@@H:8]([CH:18]1[CH2:23][CH2:22][CH2:21][CH2:20][CH2:19]1)[C:9]([N:11]1[CH2:15][CH2:14][C:13]([F:17])([F:16])[CH2:12]1)=[O:10])(C)(C)C, predict the reaction product. The product is: [NH2:7][C@@H:8]([CH:18]1[CH2:23][CH2:22][CH2:21][CH2:20][CH2:19]1)[C:9]([N:11]1[CH2:15][CH2:14][C:13]([F:17])([F:16])[CH2:12]1)=[O:10]. (9) Given the reactants [CH3:1][N:2]([CH3:22])[CH2:3][CH2:4][O:5][C:6]1[CH:11]=[C:10]([N+:12]([O-])=O)[CH:9]=[C:8]([C:15]2[CH:20]=[CH:19][N:18]=[C:17]([CH3:21])[CH:16]=2)[CH:7]=1.CC1C=C(C2C=C(C=C([N+]([O-])=O)C=2)OCC(OC)=O)C=CN=1.NC1C=C(C=C(C2C=CN=C(C)C=2)C=1)OCC(OC)=O, predict the reaction product. The product is: [CH3:22][N:2]([CH3:1])[CH2:3][CH2:4][O:5][C:6]1[CH:11]=[C:10]([NH2:12])[CH:9]=[C:8]([C:15]2[CH:20]=[CH:19][N:18]=[C:17]([CH3:21])[CH:16]=2)[CH:7]=1.